Predict the reaction yield, written as a fraction of the theoretical maximum amount of product (1.0 means a 100% yield; for example, 0.34 means a 34% yield). From a dataset of Reaction yield outcomes from USPTO patents with 853,638 reactions. The reactants are [NH2:1][C:2]1[CH:9]=[CH:8][CH:7]=[CH:6][C:3]=1[CH2:4]O.[BrH:10].[C:11]1([P:17]([C:24]2[CH:29]=[CH:28][CH:27]=[CH:26][CH:25]=2)[C:18]2[CH:23]=[CH:22][CH:21]=[CH:20][CH:19]=2)[CH:16]=[CH:15][CH:14]=[CH:13][CH:12]=1. The catalyst is C(#N)C. The product is [Br-:10].[C:24]1([P+:17]([C:11]2[CH:12]=[CH:13][CH:14]=[CH:15][CH:16]=2)([C:18]2[CH:23]=[CH:22][CH:21]=[CH:20][CH:19]=2)[CH2:4][C:3]2[CH:6]=[CH:7][CH:8]=[CH:9][C:2]=2[NH2:1])[CH:25]=[CH:26][CH:27]=[CH:28][CH:29]=1. The yield is 0.880.